The task is: Predict the reaction yield, written as a fraction of the theoretical maximum amount of product (1.0 means a 100% yield; for example, 0.34 means a 34% yield).. This data is from Reaction yield outcomes from USPTO patents with 853,638 reactions. (1) The reactants are [OH:1][CH2:2][C@@H:3]([NH:17]C(=O)OC(C)(C)C)[CH2:4][C:5]1[CH:10]=[CH:9][CH:8]=[C:7]([C:11]#[C:12][Si:13]([CH3:16])([CH3:15])[CH3:14])[CH:6]=1.CO.Cl.O1CCOCC1. No catalyst specified. The product is [NH2:17][C@@H:3]([CH2:4][C:5]1[CH:10]=[CH:9][CH:8]=[C:7]([C:11]#[C:12][Si:13]([CH3:15])([CH3:14])[CH3:16])[CH:6]=1)[CH2:2][OH:1]. The yield is 0.980. (2) The reactants are C(OC(=O)[NH:7][C:8]([C:11](=[O:16])[N:12]([O:14][CH3:15])[CH3:13])([CH3:10])[CH3:9])(C)(C)C.C(O)(C(F)(F)F)=O. The catalyst is C(O)(C(F)(F)F)=O.C(Cl)Cl. The product is [NH2:7][C:8]([CH3:10])([CH3:9])[C:11]([N:12]([O:14][CH3:15])[CH3:13])=[O:16]. The yield is 1.00. (3) The reactants are [CH:1]1[C:10]2[CH2:9][CH2:8][CH2:7][CH2:6][C:5]=2[CH:4]=[CH:3][C:2]=1[OH:11].[Br:12]Br. The catalyst is C(Cl)(Cl)(Cl)Cl. The product is [Br:12][C:1]1[C:10]2[CH2:9][CH2:8][CH2:7][CH2:6][C:5]=2[CH:4]=[CH:3][C:2]=1[OH:11].[Br:12][C:3]1[C:2]([OH:11])=[CH:1][C:10]2[CH2:9][CH2:8][CH2:7][CH2:6][C:5]=2[CH:4]=1. The yield is 0.460. (4) The catalyst is CO. The reactants are [C:1]([O:5][C:6]([N:8]1[CH2:13][CH2:12][O:11][C:10]2[CH:14]=[CH:15][CH:16]=[N:17][C:9]1=2)=[O:7])([CH3:4])([CH3:3])[CH3:2].[Br:18]Br. The yield is 0.480. The product is [C:1]([O:5][C:6]([N:8]1[CH2:13][CH2:12][O:11][C:10]2[CH:14]=[C:15]([Br:18])[CH:16]=[N:17][C:9]1=2)=[O:7])([CH3:4])([CH3:2])[CH3:3]. (5) The reactants are [NH2:1][C:2]1[CH:7]=[CH:6][C:5]([NH2:8])=[CH:4][C:3]=1[S:9]([NH2:12])(=[O:11])=[O:10].ClCCl.[CH3:16][S:17](Cl)(=[O:19])=[O:18]. The catalyst is N1C=CC=CC=1. The product is [NH2:1][C:2]1[CH:7]=[CH:6][C:5]([NH:8][S:17]([CH3:16])(=[O:19])=[O:18])=[CH:4][C:3]=1[S:9]([NH2:12])(=[O:10])=[O:11]. The yield is 0.680.